Dataset: Catalyst prediction with 721,799 reactions and 888 catalyst types from USPTO. Task: Predict which catalyst facilitates the given reaction. (1) Reactant: [CH3:1][O:2][C:3]12[CH2:12][CH:7]3[CH2:8][CH:9]([CH2:11][CH:5]([N:6]3C(OC(C)(C)C)=O)[CH2:4]1)[CH2:10]2.FC(F)(F)C(O)=O. Product: [CH3:1][O:2][C:3]12[CH2:4][CH:5]3[CH2:11][CH:9]([CH2:8][CH:7]([NH:6]3)[CH2:12]1)[CH2:10]2. The catalyst class is: 2. (2) Reactant: [C:1]([C:5]1[CH:6]=[C:7]([NH2:18])[N:8]([C:10]2[CH:15]=[CH:14][C:13]([O:16][CH3:17])=[CH:12][CH:11]=2)[N:9]=1)([CH3:4])([CH3:3])[CH3:2].[Cl:19][C:20]1[N:25]=[CH:24][N:23]=[C:22]([O:26][C:27]2[CH:28]=[C:29]3[C:34](=[CH:35][CH:36]=2)[C:33]([C:37](Cl)=[O:38])=[CH:32][CH:31]=[CH:30]3)[CH:21]=1.N1C=CC=CC=1.C([O-])([O-])=O.[Na+].[Na+]. Product: [C:1]([C:5]1[CH:6]=[C:7]([NH:18][C:37]([C:33]2[C:34]3[C:29](=[CH:28][C:27]([O:26][C:22]4[CH:21]=[C:20]([Cl:19])[N:25]=[CH:24][N:23]=4)=[CH:36][CH:35]=3)[CH:30]=[CH:31][CH:32]=2)=[O:38])[N:8]([C:10]2[CH:15]=[CH:14][C:13]([O:16][CH3:17])=[CH:12][CH:11]=2)[N:9]=1)([CH3:4])([CH3:2])[CH3:3]. The catalyst class is: 2. (3) Reactant: [Cl:1][C:2]1[CH:7]=[C:6]([NH:8][C:9]2[CH:14]=[CH:13][N:12]=[CH:11][N:10]=2)[C:5](=O)[NH:4][C:3]=1[C:16]([O:18][CH2:19][CH3:20])=[O:17].P12(SP3(SP(SP(S3)(S1)=S)(=S)S2)=S)=[S:22]. Product: [Cl:1][C:2]1[CH:7]=[C:6]([NH:8][C:9]2[CH:14]=[CH:13][N:12]=[CH:11][N:10]=2)[C:5](=[S:22])[NH:4][C:3]=1[C:16]([O:18][CH2:19][CH3:20])=[O:17]. The catalyst class is: 17. (4) Reactant: Cl.Cl.[NH2:3][CH2:4][CH2:5][CH2:6][CH2:7][C:8]1[CH:23]=[CH:22][C:11]([O:12][CH2:13][C:14]([NH:16][C:17]2[NH:18][CH:19]=[CH:20][N:21]=2)=[O:15])=[CH:10][CH:9]=1.C(N(C(C)C)CC)(C)C.I.[NH2:34][C:35]1[C:36]([C:43]([NH:45][C:46](=[NH:49])SC)=[O:44])=[N:37][C:38]([Cl:42])=[C:39]([NH2:41])[N:40]=1. Product: [NH2:34][C:35]1[C:36]([C:43]([N:45]=[C:46]([NH2:49])[NH:3][CH2:4][CH2:5][CH2:6][CH2:7][C:8]2[CH:23]=[CH:22][C:11]([O:12][CH2:13][C:14]([NH:16][C:17]3[NH:21][CH:20]=[CH:19][N:18]=3)=[O:15])=[CH:10][CH:9]=2)=[O:44])=[N:37][C:38]([Cl:42])=[C:39]([NH2:41])[N:40]=1. The catalyst class is: 357. (5) Reactant: [Cl:1][C:2]1[CH:3]=[C:4]([C:9]([OH:11])=O)[C:5](=[O:8])[NH:6][N:7]=1.[C:12]1([NH2:19])[CH:17]=[CH:16][CH:15]=[CH:14][C:13]=1[NH2:18].Cl.C(N=C=NCCCN(C)C)C. Product: [NH2:18][C:13]1[CH:14]=[CH:15][CH:16]=[CH:17][C:12]=1[NH:19][C:9]([C:4]1[C:5](=[O:8])[NH:6][N:7]=[C:2]([Cl:1])[CH:3]=1)=[O:11]. The catalyst class is: 241. (6) Reactant: [CH:1]([O:4][C:5]1[C:6]([CH3:17])=[C:7]([CH:14]=[CH:15][CH:16]=1)[C:8]([O:10]C(C)C)=[O:9])([CH3:3])[CH3:2].[OH-].[Li+]. The catalyst class is: 5. Product: [CH:1]([O:4][C:5]1[C:6]([CH3:17])=[C:7]([CH:14]=[CH:15][CH:16]=1)[C:8]([OH:10])=[O:9])([CH3:3])[CH3:2]. (7) Reactant: [OH:1][C:2]1[CH:3]=[C:4]2[C:9](=[CH:10][CH:11]=1)[C:8](=[O:12])[CH2:7][CH2:6][CH2:5]2.Br[CH2:14][CH2:15][CH2:16][Cl:17].C(=O)([O-])[O-].[K+].[K+]. Product: [Cl:17][CH2:16][CH2:15][CH2:14][O:1][C:2]1[CH:3]=[C:4]2[C:9](=[CH:10][CH:11]=1)[C:8](=[O:12])[CH2:7][CH2:6][CH2:5]2. The catalyst class is: 10. (8) Reactant: [NH2:1][C:2]1[N:7]([CH2:8][CH2:9][NH2:10])[C:6](=[O:11])[CH:5]=[C:4]([CH2:12][CH2:13][C:14]2[CH:19]=[CH:18][CH:17]=[C:16]([C:20]3[O:21][CH:22]=[CH:23][CH:24]=3)[CH:15]=2)[N:3]=1.[C:25](O)([C:27](F)(F)F)=[O:26].C(N(CC)CC)C.C(Cl)(=O)C. Product: [NH2:1][C:2]1[N:7]([CH2:8][CH2:9][NH:10][C:25](=[O:26])[CH3:27])[C:6](=[O:11])[CH:5]=[C:4]([CH2:12][CH2:13][C:14]2[CH:19]=[CH:18][CH:17]=[C:16]([C:20]3[O:21][CH:22]=[CH:23][CH:24]=3)[CH:15]=2)[N:3]=1. The catalyst class is: 59. (9) Reactant: [Cl:1][C:2]1[CH:3]=[C:4]([NH:9][C:10]([N:12]2[CH2:17][CH2:16][N:15]([C:18]([O:20][C:21]([CH3:24])([CH3:23])[CH3:22])=[O:19])[CH2:14][CH:13]2[CH2:25]O)=[O:11])[CH:5]=[CH:6][C:7]=1[Cl:8].C1(P(C2C=CC=CC=2)C2C=CC=CC=2)C=CC=CC=1.N(C(OCC)=O)=NC(OCC)=O.C1(C)C=CC=CC=1.O. Product: [Cl:1][C:2]1[CH:3]=[C:4]([N:9]2[CH2:25][CH:13]3[CH2:14][N:15]([C:18]([O:20][C:21]([CH3:24])([CH3:23])[CH3:22])=[O:19])[CH2:16][CH2:17][N:12]3[C:10]2=[O:11])[CH:5]=[CH:6][C:7]=1[Cl:8]. The catalyst class is: 9. (10) Product: [CH:1]([O:4][C:5]1[N:10]=[CH:9][C:8]([B:17]([OH:22])[OH:18])=[CH:7][N:6]=1)([CH3:3])[CH3:2]. Reactant: [CH:1]([O:4][C:5]1[N:10]=[CH:9][C:8](Br)=[CH:7][N:6]=1)([CH3:3])[CH3:2].C([Li])CCC.[B:17](OC(C)C)([O:22]C(C)C)[O:18]C(C)C. The catalyst class is: 28.